Task: Predict the product of the given reaction.. Dataset: Forward reaction prediction with 1.9M reactions from USPTO patents (1976-2016) (1) Given the reactants Cl[C:2]1[C:11]2[C:6](=[CH:7][CH:8]=[C:9]([F:12])[CH:10]=2)[N:5]=[C:4]([C:13]2[CH:14]=[N:15][CH:16]=[CH:17][CH:18]=2)[C:3]=1[CH3:19].[O:20]1[CH2:25][CH2:24][N:23]([C:26]2[CH:32]=[CH:31][C:30]([N:33]3[CH2:38][CH2:37][O:36][CH2:35][CH2:34]3)=[CH:29][C:27]=2[NH2:28])[CH2:22][CH2:21]1.Cl.O1CCOCC1, predict the reaction product. The product is: [N:23]1([C:26]2[CH:32]=[CH:31][C:30]([N:33]3[CH2:34][CH2:35][O:36][CH2:37][CH2:38]3)=[CH:29][C:27]=2[NH:28][C:2]2[C:11]3[C:6](=[CH:7][CH:8]=[C:9]([F:12])[CH:10]=3)[N:5]=[C:4]([C:13]3[CH:14]=[N:15][CH:16]=[CH:17][CH:18]=3)[C:3]=2[CH3:19])[CH2:24][CH2:25][O:20][CH2:21][CH2:22]1. (2) Given the reactants [NH:1]([C:28]([CH3:30])=[O:29])[C@@H:2]([C:18]([N:20]1[CH2:27][CH2:26][CH2:25][C@@H:21]1[C:22]([OH:24])=O)=[O:19])[CH2:3][CH2:4][CH2:5][CH2:6][NH:7][C:8]([O:10][CH2:11][C:12]1[CH:17]=[CH:16][CH:15]=[CH:14][CH:13]=1)=[O:9].Cl.[NH2:32][C@@H:33]([C:37]([NH2:39])=[O:38])[CH:34]([CH3:36])[CH3:35].CN(C(ON1N=NC2C=CC=CC1=2)=[N+](C)C)C.F[P-](F)(F)(F)(F)F.C(N(C(C)C)C(C)C)C, predict the reaction product. The product is: [NH:1]([C:28]([CH3:30])=[O:29])[C@@H:2]([C:18]([N:20]1[CH2:27][CH2:26][CH2:25][C@@H:21]1[C:22]([NH:32][C@@H:33]([C:37]([NH2:39])=[O:38])[CH:34]([CH3:36])[CH3:35])=[O:24])=[O:19])[CH2:3][CH2:4][CH2:5][CH2:6][NH:7][C:8]([O:10][CH2:11][C:12]1[CH:13]=[CH:14][CH:15]=[CH:16][CH:17]=1)=[O:9].